This data is from Reaction yield outcomes from USPTO patents with 853,638 reactions. The task is: Predict the reaction yield, written as a fraction of the theoretical maximum amount of product (1.0 means a 100% yield; for example, 0.34 means a 34% yield). The reactants are C(O)(=O)C.O=[C:6]1[CH2:11][CH2:10][N:9]([C:12]([O:14][C:15]([CH3:18])([CH3:17])[CH3:16])=[O:13])[CH2:8][CH2:7]1.Cl.[CH2:20]([O:22][C:23](=[O:27])[CH2:24][CH2:25][NH2:26])[CH3:21].C([BH3-])#N.[Na+]. The catalyst is CO. The product is [CH2:20]([O:22][C:23]([CH2:24][CH2:25][NH:26][CH:6]1[CH2:11][CH2:10][N:9]([C:12]([O:14][C:15]([CH3:18])([CH3:17])[CH3:16])=[O:13])[CH2:8][CH2:7]1)=[O:27])[CH3:21]. The yield is 0.930.